This data is from Peptide-MHC class I binding affinity with 185,985 pairs from IEDB/IMGT. The task is: Regression. Given a peptide amino acid sequence and an MHC pseudo amino acid sequence, predict their binding affinity value. This is MHC class I binding data. (1) The binding affinity (normalized) is 0.0847. The peptide sequence is VQLPQYFTF. The MHC is HLA-B39:01 with pseudo-sequence HLA-B39:01. (2) The peptide sequence is TTQIIKLLPF. The MHC is HLA-A23:01 with pseudo-sequence HLA-A23:01. The binding affinity (normalized) is 0.278.